This data is from Full USPTO retrosynthesis dataset with 1.9M reactions from patents (1976-2016). The task is: Predict the reactants needed to synthesize the given product. (1) Given the product [Br:19][C:20]1[CH:29]=[CH:28][C:27]([CH2:30][N:11]2[C:10](=[O:15])[C:9]3[C:16]([F:18])=[CH:17][C:6]([CH:3]4[CH2:5][CH2:4]4)=[CH:7][C:8]=3[O:14][CH2:13][CH2:12]2)=[CH:26][C:21]=1[C:22]([OH:24])=[O:23], predict the reactants needed to synthesize it. The reactants are: [H-].[Na+].[CH:3]1([C:6]2[CH:17]=[C:16]([F:18])[C:9]3[C:10](=[O:15])[NH:11][CH2:12][CH2:13][O:14][C:8]=3[CH:7]=2)[CH2:5][CH2:4]1.[Br:19][C:20]1[CH:29]=[CH:28][C:27]([CH2:30]Br)=[CH:26][C:21]=1[C:22]([O:24]C)=[O:23]. (2) Given the product [Br:1][C:2]1[CH:3]=[C:4]2[C:9](=[CH:10][CH:11]=1)[N:8]=[C:7]([C:12]1[CH:17]=[CH:16][CH:15]=[CH:14][C:13]=1[OH:18])[N:6]=[C:5]2[Cl:20], predict the reactants needed to synthesize it. The reactants are: [Br:1][C:2]1[CH:3]=[C:4]2[C:9](=[CH:10][CH:11]=1)[N:8]=[C:7]([C:12]1[CH:17]=[CH:16][CH:15]=[CH:14][C:13]=1[O:18]C)[N:6]=[C:5]2[Cl:20].B(Br)(Br)Br. (3) Given the product [C:35]1([CH2:41][CH2:42][CH2:43][CH2:44][CH2:45][CH2:46][CH2:47][CH2:48][NH:49][C:5](=[O:7])[C:4]2[CH:8]=[CH:9][C:10]([OH:11])=[C:2]([I:1])[CH:3]=2)[CH:40]=[CH:39][CH:38]=[CH:37][CH:36]=1, predict the reactants needed to synthesize it. The reactants are: [I:1][C:2]1[CH:3]=[C:4]([CH:8]=[CH:9][C:10]=1[OH:11])[C:5]([OH:7])=O.C(Cl)CCl.C1C=CC2N(O)N=NC=2C=1.CCN(C(C)C)C(C)C.[C:35]1([CH2:41][CH2:42][CH2:43][CH2:44][CH2:45][CH2:46][CH2:47][CH2:48][NH2:49])[CH:40]=[CH:39][CH:38]=[CH:37][CH:36]=1.